Task: Regression. Given two drug SMILES strings and cell line genomic features, predict the synergy score measuring deviation from expected non-interaction effect.. Dataset: Merck oncology drug combination screen with 23,052 pairs across 39 cell lines (1) Drug 1: COc1cccc2c1C(=O)c1c(O)c3c(c(O)c1C2=O)CC(O)(C(=O)CO)CC3OC1CC(N)C(O)C(C)O1. Drug 2: CC(C)CC(NC(=O)C(Cc1ccccc1)NC(=O)c1cnccn1)B(O)O. Cell line: SW837. Synergy scores: synergy=8.15. (2) Cell line: ZR751. Synergy scores: synergy=-17.1. Drug 1: COC1=C2CC(C)CC(OC)C(O)C(C)C=C(C)C(OC(N)=O)C(OC)C=CC=C(C)C(=O)NC(=CC1=O)C2=O. Drug 2: CNC(=O)c1cc(Oc2ccc(NC(=O)Nc3ccc(Cl)c(C(F)(F)F)c3)cc2)ccn1.